Dataset: Forward reaction prediction with 1.9M reactions from USPTO patents (1976-2016). Task: Predict the product of the given reaction. Given the reactants C([Li])CCC.[Cl:6][C:7]1[CH:12]=[CH:11][CH:10]=[CH:9][C:8]=1[N:13]1[C:17]2=[N:18][CH:19]=[N:20][C:21]([O:22][C@H:23]3[CH2:27][CH2:26][NH:25][C:24]3=[O:28])=[C:16]2[CH:15]=[N:14]1.[CH3:29][S:30](Cl)(=[O:32])=[O:31], predict the reaction product. The product is: [Cl:6][C:7]1[CH:12]=[CH:11][CH:10]=[CH:9][C:8]=1[N:13]1[C:17]2=[N:18][CH:19]=[N:20][C:21]([O:22][C@H:23]3[CH2:27][CH2:26][N:25]([S:30]([CH3:29])(=[O:32])=[O:31])[C:24]3=[O:28])=[C:16]2[CH:15]=[N:14]1.